From a dataset of Forward reaction prediction with 1.9M reactions from USPTO patents (1976-2016). Predict the product of the given reaction. (1) Given the reactants C([O-])([O-])=O.[K+].[K+].[F:7][C:8]1[CH:15]=[CH:14][C:13]([NH:16][CH:17]2[CH2:22][CH2:21][CH2:20][N:19]([C:23]3[CH:28]=[CH:27][C:26]([C:29]4[CH:34]=[CH:33][CH:32]=[CH:31][C:30]=4[S:35]([CH3:38])(=[O:37])=[O:36])=[CH:25][C:24]=3[F:39])[C:18]2=[O:40])=[CH:12][C:9]=1[C:10]#[N:11].C[N:42](C=O)C.[OH2:46], predict the reaction product. The product is: [F:7][C:8]1[CH:15]=[CH:14][C:13]([NH:16][CH:17]2[CH2:22][CH2:21][CH2:20][N:19]([C:23]3[CH:28]=[CH:27][C:26]([C:29]4[CH:34]=[CH:33][CH:32]=[CH:31][C:30]=4[S:35]([CH3:38])(=[O:37])=[O:36])=[CH:25][C:24]=3[F:39])[C:18]2=[O:40])=[CH:12][C:9]=1[C:10]([NH:42][OH:46])=[NH:11]. (2) Given the reactants [F:1][C:2]([F:17])([F:16])[O:3][C:4]1[CH:15]=[CH:14][C:7]2[NH:8][C:9](=[S:13])[CH2:10][CH2:11][CH2:12][C:6]=2[CH:5]=1.[OH-].[K+].[CH3:20]C(C)=O, predict the reaction product. The product is: [CH3:20][S:13][C:9]1[CH2:10][CH2:11][CH2:12][C:6]2[CH:5]=[C:4]([O:3][C:2]([F:1])([F:16])[F:17])[CH:15]=[CH:14][C:7]=2[N:8]=1. (3) Given the reactants [CH3:1][C:2]1([CH3:18])[N:6]([C:7]([O:9][C:10]([CH3:13])([CH3:12])[CH3:11])=[O:8])[C@@H:5]([C:14](OC)=[O:15])[CH2:4][O:3]1.CC(C[AlH]CC(C)C)C.CO.Cl, predict the reaction product. The product is: [CH:14]([C@H:5]1[CH2:4][O:3][C:2]([CH3:18])([CH3:1])[N:6]1[C:7]([O:9][C:10]([CH3:13])([CH3:12])[CH3:11])=[O:8])=[O:15]. (4) Given the reactants [Cl:1][C:2]1[CH:3]=[CH:4][C:5]([O:24][CH3:25])=[C:6]([S:8]([N:11]2[C:16]3[CH:17]=[C:18]([C:21]([OH:23])=O)[CH:19]=[CH:20][C:15]=3[O:14][CH2:13][CH2:12]2)(=[O:10])=[O:9])[CH:7]=1.C(N(CC)CC)C.N1C(Cl)=NC(Cl)=NC=1Cl.[CH2:42]([O:44][C:45](=[O:53])[C:46]1[CH:51]=[CH:50][C:49]([NH2:52])=[CH:48][CH:47]=1)[CH3:43], predict the reaction product. The product is: [CH2:42]([O:44][C:45](=[O:53])[C:46]1[CH:51]=[CH:50][C:49]([NH:52][C:21]([C:18]2[CH:19]=[CH:20][C:15]3[O:14][CH2:13][CH2:12][N:11]([S:8]([C:6]4[CH:7]=[C:2]([Cl:1])[CH:3]=[CH:4][C:5]=4[O:24][CH3:25])(=[O:9])=[O:10])[C:16]=3[CH:17]=2)=[O:23])=[CH:48][CH:47]=1)[CH3:43].